From a dataset of Catalyst prediction with 721,799 reactions and 888 catalyst types from USPTO. Predict which catalyst facilitates the given reaction. (1) Reactant: Cl.[NH2:2][C:3]([NH2:5])=[NH:4].[Na].[C:7]([O:11][C:12]([N:14]1[CH2:19][CH2:18][C:17](=O)[C:16](=[CH:21]N(C)C)[CH2:15]1)=[O:13])([CH3:10])([CH3:9])[CH3:8]. Product: [C:7]([O:11][C:12]([N:14]1[CH2:19][CH2:18][C:17]2[N:4]=[C:3]([NH2:5])[N:2]=[CH:21][C:16]=2[CH2:15]1)=[O:13])([CH3:10])([CH3:8])[CH3:9]. The catalyst class is: 8. (2) Product: [C:18]([O:21][C:22]([NH:1][C@@H:2]([C:11]1[CH:16]=[CH:15][CH:14]=[CH:13][CH:12]=1)[C:3]([F:9])([F:10])[C:4]([O:6][CH2:7][CH3:8])=[O:5])=[O:23])([CH3:20])([CH3:19])[CH3:17]. The catalyst class is: 20. Reactant: [NH2:1][C@@H:2]([C:11]1[CH:16]=[CH:15][CH:14]=[CH:13][CH:12]=1)[C:3]([F:10])([F:9])[C:4]([O:6][CH2:7][CH3:8])=[O:5].[CH3:17][C:18]([O:21][C:22](O[C:22]([O:21][C:18]([CH3:20])([CH3:19])[CH3:17])=[O:23])=[O:23])([CH3:20])[CH3:19].C([O-])(O)=O.[Na+]. (3) Reactant: [H-].[Na+].[O:3]1[C:7]2[CH:8]=[CH:9][C:10]([C:12]([C:27]3[CH:35]=[CH:34][C:30]4[O:31][CH2:32][O:33][C:29]=4[CH:28]=3)([OH:26])[CH:13]3[CH2:18][CH2:17][N:16]([C:19]([O:21][C:22]([CH3:25])([CH3:24])[CH3:23])=[O:20])[CH2:15][CH2:14]3)=[CH:11][C:6]=2[O:5][CH2:4]1.I[CH3:37]. Product: [O:3]1[C:7]2[CH:8]=[CH:9][C:10]([C:12]([C:27]3[CH:35]=[CH:34][C:30]4[O:31][CH2:32][O:33][C:29]=4[CH:28]=3)([O:26][CH3:37])[CH:13]3[CH2:14][CH2:15][N:16]([C:19]([O:21][C:22]([CH3:25])([CH3:24])[CH3:23])=[O:20])[CH2:17][CH2:18]3)=[CH:11][C:6]=2[O:5][CH2:4]1. The catalyst class is: 1. (4) Reactant: [C:1]([O:5][C:6]([N:8]1[CH2:14][CH2:13][CH2:12][C:11](=O)[CH2:10][CH2:9]1)=[O:7])([CH3:4])([CH3:3])[CH3:2].Cl.C(O[NH2:25])C1C=CC=CC=1.C([O-])(=O)C.[NH4+]. Product: [C:1]([O:5][C:6]([N:8]1[CH2:14][CH2:13][CH2:12][CH:11]([NH2:25])[CH2:10][CH2:9]1)=[O:7])([CH3:4])([CH3:3])[CH3:2]. The catalyst class is: 5. (5) Reactant: [CH:1]([C:3]1[CH:4]=[C:5]([CH:11]=[CH:12][CH:13]=1)[O:6][CH2:7][C:8]([OH:10])=O)=[O:2].[N:14]1([C:20]([O:22][C:23]([CH3:26])([CH3:25])[CH3:24])=[O:21])[CH2:19][CH2:18][NH:17][CH2:16][CH2:15]1.CN(C(ON1N=NC2C=CC=NC1=2)=[N+](C)C)C.F[P-](F)(F)(F)(F)F.CCN(C(C)C)C(C)C. Product: [CH:1]([C:3]1[CH:4]=[C:5]([CH:11]=[CH:12][CH:13]=1)[O:6][CH2:7][C:8]([N:17]1[CH2:16][CH2:15][N:14]([C:20]([O:22][C:23]([CH3:26])([CH3:25])[CH3:24])=[O:21])[CH2:19][CH2:18]1)=[O:10])=[O:2]. The catalyst class is: 64.